This data is from NCI-60 drug combinations with 297,098 pairs across 59 cell lines. The task is: Regression. Given two drug SMILES strings and cell line genomic features, predict the synergy score measuring deviation from expected non-interaction effect. (1) Drug 1: C1CCC(CC1)NC(=O)N(CCCl)N=O. Drug 2: C1C(C(OC1N2C=NC3=C2NC=NCC3O)CO)O. Cell line: 786-0. Synergy scores: CSS=39.5, Synergy_ZIP=3.41, Synergy_Bliss=3.70, Synergy_Loewe=4.20, Synergy_HSA=5.06. (2) Drug 1: CC1=C(C=C(C=C1)NC(=O)C2=CC=C(C=C2)CN3CCN(CC3)C)NC4=NC=CC(=N4)C5=CN=CC=C5. Drug 2: CC1=C(C(=O)C2=C(C1=O)N3CC4C(C3(C2COC(=O)N)OC)N4)N. Cell line: SK-OV-3. Synergy scores: CSS=15.1, Synergy_ZIP=-10.2, Synergy_Bliss=-3.36, Synergy_Loewe=-28.5, Synergy_HSA=-2.97. (3) Synergy scores: CSS=72.8, Synergy_ZIP=5.98, Synergy_Bliss=7.41, Synergy_Loewe=-27.0, Synergy_HSA=9.86. Drug 1: C1=NNC2=C1C(=O)NC=N2. Cell line: A498. Drug 2: CC1C(C(CC(O1)OC2CC(CC3=C2C(=C4C(=C3O)C(=O)C5=CC=CC=C5C4=O)O)(C(=O)C)O)N)O. (4) Drug 1: CC1C(C(CC(O1)OC2CC(CC3=C2C(=C4C(=C3O)C(=O)C5=C(C4=O)C(=CC=C5)OC)O)(C(=O)C)O)N)O.Cl. Drug 2: CC1C(C(CC(O1)OC2CC(OC(C2O)C)OC3=CC4=CC5=C(C(=O)C(C(C5)C(C(=O)C(C(C)O)O)OC)OC6CC(C(C(O6)C)O)OC7CC(C(C(O7)C)O)OC8CC(C(C(O8)C)O)(C)O)C(=C4C(=C3C)O)O)O)O. Cell line: COLO 205. Synergy scores: CSS=44.2, Synergy_ZIP=5.85, Synergy_Bliss=4.48, Synergy_Loewe=-24.6, Synergy_HSA=0.853. (5) Drug 1: CN1C(=O)N2C=NC(=C2N=N1)C(=O)N. Drug 2: C1CN(CCN1C(=O)CCBr)C(=O)CCBr. Cell line: LOX IMVI. Synergy scores: CSS=28.0, Synergy_ZIP=-3.15, Synergy_Bliss=0.141, Synergy_Loewe=-5.56, Synergy_HSA=1.82.